From a dataset of Full USPTO retrosynthesis dataset with 1.9M reactions from patents (1976-2016). Predict the reactants needed to synthesize the given product. (1) Given the product [CH2:1]([O:3][C:4]([N:6]1[CH2:11][CH2:10][NH:9][C@@H:8]([CH3:22])[CH2:7]1)=[O:5])[CH3:2], predict the reactants needed to synthesize it. The reactants are: [CH2:1]([O:3][C:4]([N:6]1[CH2:11][CH2:10][N:9](C(OCC2C=CC=CC=2)=O)[C@@H:8]([CH3:22])[CH2:7]1)=[O:5])[CH3:2]. (2) Given the product [C:1]([C:3]1[CH:4]=[C:5]([C:12]([O:14][C:15]([CH3:18])([CH3:17])[CH3:16])=[O:13])[S:6][C:7]=1[NH:20][NH2:21])#[N:2], predict the reactants needed to synthesize it. The reactants are: [C:1]([C:3]1[CH:4]=[C:5]([C:12]([O:14][C:15]([CH3:18])([CH3:17])[CH3:16])=[O:13])[S:6][C:7]=1S(C)(=O)=O)#[N:2].O.[NH2:20][NH2:21]. (3) Given the product [F:1][C:2]1[CH:7]=[C:6]([NH:8][C:9]2[NH:13][N:12]=[C:11]([NH2:14])[N:10]=2)[CH:5]=[C:4]([F:15])[C:3]=1[C:35]1[CH:34]=[CH:39][CH:38]=[C:37]([S:40]([CH3:43])(=[O:42])=[O:41])[CH:36]=1, predict the reactants needed to synthesize it. The reactants are: [F:1][C:2]1[CH:7]=[C:6]([NH:8][C:9]2[NH:13][N:12]=[C:11]([NH2:14])[N:10]=2)[CH:5]=[C:4]([F:15])[C:3]=1C1C=CC(S(C)(=O)=O)=CC=1.CC1(C)C(C)(C)OB([C:34]2[CH:39]=[CH:38][C:37]([S:40]([CH3:43])(=[O:42])=[O:41])=[CH:36][CH:35]=2)O1. (4) Given the product [C:51]([O:50][C:48](=[O:49])[CH2:47][O:17][C:14]1[CH:15]=[CH:16][C:11]([NH:10][C:9]([O:8][CH2:1][C:2]2[CH:3]=[CH:4][CH:5]=[CH:6][CH:7]=2)=[O:39])=[C:12]([C:18]([N:20]2[CH2:25][CH2:24][CH:23]([N:26]3[CH2:38][CH2:37][CH2:36][C:28]4([C:32](=[O:33])[O:31][C:30]([CH3:35])([CH3:34])[CH2:29]4)[CH2:27]3)[CH2:22][CH2:21]2)=[O:19])[CH:13]=1)([CH3:54])([CH3:53])[CH3:52], predict the reactants needed to synthesize it. The reactants are: [CH2:1]([O:8][C:9](=[O:39])[NH:10][C:11]1[CH:16]=[CH:15][C:14]([OH:17])=[CH:13][C:12]=1[C:18]([N:20]1[CH2:25][CH2:24][CH:23]([N:26]2[CH2:38][CH2:37][CH2:36][C:28]3([C:32](=[O:33])[O:31][C:30]([CH3:35])([CH3:34])[CH2:29]3)[CH2:27]2)[CH2:22][CH2:21]1)=[O:19])[C:2]1[CH:7]=[CH:6][CH:5]=[CH:4][CH:3]=1.C(=O)([O-])[O-].[K+].[K+].Br[CH2:47][C:48]([O:50][C:51]([CH3:54])([CH3:53])[CH3:52])=[O:49]. (5) Given the product [Cl-:22].[C:1]([C:2]1[CH:3]=[N+:4]([C:14]2[CH:15]=[CH:16][C:17]([N+:19]([O-:21])=[O:20])=[CH:18][C:13]=2[N+:10]([O-:12])=[O:11])[CH:5]=[CH:6][CH:7]=1)(=[O:8])[NH2:9], predict the reactants needed to synthesize it. The reactants are: [C:1]([NH2:9])(=[O:8])[C:2]1[CH:7]=[CH:6][CH:5]=[N:4][CH:3]=1.[N+:10]([C:13]1[CH:18]=[C:17]([N+:19]([O-:21])=[O:20])[CH:16]=[CH:15][C:14]=1[Cl:22])([O-:12])=[O:11].CCOCC. (6) Given the product [CH3:14][O:13][C@@H:11]1[CH2:12][NH:8][C@H:9]([CH2:15][O:16][C:17]2[CH:26]=[CH:25][C:20]([C:21]([O:23][CH3:24])=[O:22])=[CH:19][CH:18]=2)[CH2:10]1, predict the reactants needed to synthesize it. The reactants are: C(OC([N:8]1[CH2:12][C@@H:11]([O:13][CH3:14])[CH2:10][C@H:9]1[CH2:15][O:16][C:17]1[CH:26]=[CH:25][C:20]([C:21]([O:23][CH3:24])=[O:22])=[CH:19][CH:18]=1)=O)(C)(C)C.C(O)(C(F)(F)F)=O. (7) Given the product [CH3:41][O:42][C:11]1[CH:3]=[CH:4][C:5]2[S:9][C:8]([C:16]3[CH:15]=[CH:14][C:13]([NH:23][CH3:22])=[N:18][CH:17]=3)=[N:7][C:6]=2[CH:10]=1, predict the reactants needed to synthesize it. The reactants are: CO[C:3]1[CH:11]=[CH:10][C:6]2[N:7]=[CH:8][S:9][C:5]=2[CH:4]=1.Br[C:13]1[N:18]=[CH:17][C:16](N)=[CH:15][CH:14]=1.CO[C:22]1N=CC(C2SC3C=CC=CC=3N=2)=C[N:23]=1.O.CCO[C:41](C)=[O:42]. (8) Given the product [Cl:1][C:2]1[C:3]([C:10]2[CH:32]=[CH:31][C:13]([C:14]([NH:16][C:17]3[CH:22]=[CH:21][CH:20]=[CH:19][C:18]=3[NH:23][C:24](=[O:30])[O:25][C:26]([CH3:29])([CH3:27])[CH3:28])=[O:15])=[CH:12][CH:11]=2)=[N:4][CH:5]=[C:6]([CH2:8][N:33]2[CH2:37][CH2:36][CH2:35][CH2:34]2)[CH:7]=1, predict the reactants needed to synthesize it. The reactants are: [Cl:1][C:2]1[C:3]([C:10]2[CH:32]=[CH:31][C:13]([C:14]([NH:16][C:17]3[CH:22]=[CH:21][CH:20]=[CH:19][C:18]=3[NH:23][C:24](=[O:30])[O:25][C:26]([CH3:29])([CH3:28])[CH3:27])=[O:15])=[CH:12][CH:11]=2)=[N:4][CH:5]=[C:6]([CH:8]=O)[CH:7]=1.[NH:33]1[CH2:37][CH2:36][CH2:35][CH2:34]1.C(O[BH-](OC(=O)C)OC(=O)C)(=O)C.[Na+]. (9) Given the product [F:31][C:29]1[CH:28]=[C:27]([S:32]([NH:23][C:22]2[C:16]3[CH2:15][O:14][C:13]([NH:12][CH:9]4[C:8]5[C:3]([O:2][CH3:1])=[CH:4][CH:5]=[CH:6][C:7]=5[O:11][CH2:10]4)=[N:18][C:17]=3[CH:19]=[CH:20][CH:21]=2)(=[O:33])=[O:34])[CH:26]=[C:25]([F:24])[CH:30]=1, predict the reactants needed to synthesize it. The reactants are: [CH3:1][O:2][C:3]1[C:8]2[CH:9]([NH:12][C:13]3[O:14][CH2:15][C:16]4[C:22]([NH2:23])=[CH:21][CH:20]=[CH:19][C:17]=4[N:18]=3)[CH2:10][O:11][C:7]=2[CH:6]=[CH:5][CH:4]=1.[F:24][C:25]1[CH:26]=[C:27]([S:32](Cl)(=[O:34])=[O:33])[CH:28]=[C:29]([F:31])[CH:30]=1. (10) Given the product [C:1]1([S:11]([CH2:14][C:15]2[CH:16]=[C:17]([CH:22]=[CH:23][C:24]=2[N+:25]([O-:27])=[O:26])[O:18][CH2:19][CH2:20][O:21][S:34]([C:31]2[CH:32]=[CH:33][C:28]([CH3:38])=[CH:29][CH:30]=2)(=[O:36])=[O:35])(=[O:12])=[O:13])[C:10]2[C:5](=[CH:6][CH:7]=[CH:8][CH:9]=2)[CH:4]=[CH:3][CH:2]=1, predict the reactants needed to synthesize it. The reactants are: [C:1]1([S:11]([CH2:14][C:15]2[CH:16]=[C:17]([CH:22]=[CH:23][C:24]=2[N+:25]([O-:27])=[O:26])[O:18][CH2:19][CH2:20][OH:21])(=[O:13])=[O:12])[C:10]2[C:5](=[CH:6][CH:7]=[CH:8][CH:9]=2)[CH:4]=[CH:3][CH:2]=1.[C:28]1([CH3:38])[CH:33]=[CH:32][C:31]([S:34](Cl)(=[O:36])=[O:35])=[CH:30][CH:29]=1.C(N(CC)CC)C.